From a dataset of NCI-60 drug combinations with 297,098 pairs across 59 cell lines. Regression. Given two drug SMILES strings and cell line genomic features, predict the synergy score measuring deviation from expected non-interaction effect. (1) Drug 1: C1=CC(=C2C(=C1NCCNCCO)C(=O)C3=C(C=CC(=C3C2=O)O)O)NCCNCCO. Drug 2: C1=C(C(=O)NC(=O)N1)F. Cell line: RXF 393. Synergy scores: CSS=45.9, Synergy_ZIP=-7.85, Synergy_Bliss=-2.65, Synergy_Loewe=2.14, Synergy_HSA=3.05. (2) Drug 1: C1=NNC2=C1C(=O)NC=N2. Drug 2: CC(C)NC(=O)C1=CC=C(C=C1)CNNC.Cl. Cell line: OVCAR3. Synergy scores: CSS=12.5, Synergy_ZIP=-2.07, Synergy_Bliss=2.55, Synergy_Loewe=0.586, Synergy_HSA=0.941. (3) Drug 1: CNC(=O)C1=CC=CC=C1SC2=CC3=C(C=C2)C(=NN3)C=CC4=CC=CC=N4. Drug 2: C(CCl)NC(=O)N(CCCl)N=O. Cell line: SK-MEL-5. Synergy scores: CSS=-3.49, Synergy_ZIP=4.97, Synergy_Bliss=3.43, Synergy_Loewe=-5.49, Synergy_HSA=-4.67. (4) Drug 1: CC1OCC2C(O1)C(C(C(O2)OC3C4COC(=O)C4C(C5=CC6=C(C=C35)OCO6)C7=CC(=C(C(=C7)OC)O)OC)O)O. Drug 2: CC1C(C(CC(O1)OC2CC(CC3=C2C(=C4C(=C3O)C(=O)C5=C(C4=O)C(=CC=C5)OC)O)(C(=O)CO)O)N)O.Cl. Cell line: NCIH23. Synergy scores: CSS=54.0, Synergy_ZIP=-3.63, Synergy_Bliss=-4.99, Synergy_Loewe=-1.55, Synergy_HSA=0.0236. (5) Drug 1: C1=NC2=C(N=C(N=C2N1C3C(C(C(O3)CO)O)F)Cl)N. Drug 2: C(CN)CNCCSP(=O)(O)O. Cell line: BT-549. Synergy scores: CSS=35.8, Synergy_ZIP=-2.55, Synergy_Bliss=1.25, Synergy_Loewe=-76.7, Synergy_HSA=3.38. (6) Drug 1: C1=CC(=CC=C1CCC2=CNC3=C2C(=O)NC(=N3)N)C(=O)NC(CCC(=O)O)C(=O)O. Drug 2: C1=CC(=CC=C1CC(C(=O)O)N)N(CCCl)CCCl.Cl. Cell line: MOLT-4. Synergy scores: CSS=91.5, Synergy_ZIP=2.52, Synergy_Bliss=2.47, Synergy_Loewe=-10.7, Synergy_HSA=2.95.